Dataset: Full USPTO retrosynthesis dataset with 1.9M reactions from patents (1976-2016). Task: Predict the reactants needed to synthesize the given product. The reactants are: C([O:3][C:4]([C:6]1[S:14][C:13]2[CH2:12][CH2:11][N:10]([C:15](OCC)=O)[CH2:9][C:8]=2[CH:7]=1)=O)C.[H-].[H-].[H-].[H-].[Li+].[Al+3]. Given the product [CH3:15][N:10]1[CH2:11][CH2:12][C:13]2[S:14][C:6]([CH2:4][OH:3])=[CH:7][C:8]=2[CH2:9]1, predict the reactants needed to synthesize it.